This data is from Forward reaction prediction with 1.9M reactions from USPTO patents (1976-2016). The task is: Predict the product of the given reaction. (1) Given the reactants C([N:8]([C:25](=[O:47])[C@H:26]([CH2:35][CH2:36][CH2:37][CH2:38][NH:39][C:40]([O:42][C:43]([CH3:46])([CH3:45])[CH3:44])=[O:41])[NH:27][C:28]([O:30][C:31]([CH3:34])([CH3:33])[CH3:32])=[O:29])[C@H:9]([C:22]([OH:24])=[O:23])[CH2:10][CH2:11][CH2:12][CH2:13][NH:14][C:15]([O:17][C:18]([CH3:21])([CH3:20])[CH3:19])=[O:16])C1C=CC=CC=1, predict the reaction product. The product is: [C:31]([O:30][C:28]([NH:27][C@H:26]([C:25]([NH:8][C@H:9]([C:22]([OH:24])=[O:23])[CH2:10][CH2:11][CH2:12][CH2:13][NH:14][C:15]([O:17][C:18]([CH3:21])([CH3:20])[CH3:19])=[O:16])=[O:47])[CH2:35][CH2:36][CH2:37][CH2:38][NH:39][C:40]([O:42][C:43]([CH3:46])([CH3:45])[CH3:44])=[O:41])=[O:29])([CH3:32])([CH3:33])[CH3:34]. (2) Given the reactants [CH3:1][O:2][C:3](=[O:18])[C:4]1[CH:9]=[CH:8][C:7]([CH2:10]Br)=[CH:6][C:5]=1[C:12]1[CH:17]=[CH:16][CH:15]=[CH:14][CH:13]=1.[N-:19]=[N+:20]=[N-:21].[Na+], predict the reaction product. The product is: [CH3:1][O:2][C:3](=[O:18])[C:4]1[CH:9]=[CH:8][C:7]([CH2:10][N:19]=[N+:20]=[N-:21])=[CH:6][C:5]=1[C:12]1[CH:17]=[CH:16][CH:15]=[CH:14][CH:13]=1. (3) Given the reactants [NH2:1][CH2:2][CH2:3][CH2:4][N:5]1[C:9]([CH2:10][O:11][CH2:12][C:13]2[CH:18]=[CH:17][CH:16]=[CH:15][CH:14]=2)=[CH:8][S:7][C:6]1=[N:19][C:20]1[CH:25]=[CH:24][C:23]([O:26][C:27]([F:30])([F:29])[F:28])=[CH:22][CH:21]=1.[Cl:31]C1C=CC(CBr)=CC=1.Cl, predict the reaction product. The product is: [NH2:1][CH2:2][CH2:3][CH2:4][N:5]1[C:9]([CH2:10][O:11][CH2:12][C:13]2[CH:14]=[CH:15][C:16]([Cl:31])=[CH:17][CH:18]=2)=[CH:8][S:7][C:6]1=[N:19][C:20]1[CH:21]=[CH:22][C:23]([O:26][C:27]([F:29])([F:30])[F:28])=[CH:24][CH:25]=1.